Dataset: Full USPTO retrosynthesis dataset with 1.9M reactions from patents (1976-2016). Task: Predict the reactants needed to synthesize the given product. (1) Given the product [CH3:1][O:2][C:3]1[CH:4]=[C:5]2[C:10](=[CH:11][C:12]=1[O:13][CH3:14])[N:9]=[CH:8][CH:7]=[C:6]2[O:15][C:16]1[CH:22]=[CH:21][C:19]([NH:20][C:41](=[O:47])[O:42][CH2:43][CH2:54][CH2:53][O:52][C:51]2[CH:57]=[CH:58][CH:59]=[CH:60][C:50]=2[Cl:49])=[CH:18][CH:17]=1, predict the reactants needed to synthesize it. The reactants are: [CH3:1][O:2][C:3]1[CH:4]=[C:5]2[C:10](=[CH:11][C:12]=1[O:13][CH3:14])[N:9]=[CH:8][CH:7]=[C:6]2[O:15][C:16]1[CH:22]=[CH:21][C:19]([NH2:20])=[CH:18][CH:17]=1.C1(C)C=CC=CC=1.C(N(CC)CC)C.ClC(Cl)(O[C:41](=[O:47])[O:42][C:43](Cl)(Cl)Cl)Cl.[Cl:49][C:50]1[CH:60]=[CH:59][CH:58]=[CH:57][C:51]=1[O:52][CH2:53][CH2:54]CO. (2) Given the product [CH3:1][C:2]1[CH:7]=[C:6]([C:8]2[CH:9]=[CH:10][C:11]3[N:18]4[CH2:19][C@H:14]([CH2:15][CH2:16][CH2:17]4)[N:13]([C:28]([NH:27][C:23]4[N:22]=[N:21][CH:26]=[CH:25][CH:24]=4)=[O:29])[C:12]=3[N:20]=2)[CH:5]=[CH:4][N:3]=1, predict the reactants needed to synthesize it. The reactants are: [CH3:1][C:2]1[CH:7]=[C:6]([C:8]2[CH:9]=[CH:10][C:11]3[N:18]4[CH2:19][C@H:14]([CH2:15][CH2:16][CH2:17]4)[NH:13][C:12]=3[N:20]=2)[CH:5]=[CH:4][N:3]=1.[N:21]1[CH:26]=[CH:25][CH:24]=[C:23]([NH:27][C:28](=O)[O:29]C2C=CC=CC=2)[N:22]=1.CO. (3) Given the product [Cl-:25].[N+:1]([C:4]1[CH:9]=[CH:8][C:7](/[CH:10]=[CH:11]/[CH:12]2[CH2:13][CH2:14][NH2+:15][CH2:16][CH2:17]2)=[CH:6][CH:5]=1)([O-:3])=[O:2], predict the reactants needed to synthesize it. The reactants are: [N+:1]([C:4]1[CH:9]=[CH:8][C:7](/[CH:10]=[CH:11]/[CH:12]2[CH2:17][CH2:16][N:15](C(OC(C)(C)C)=O)[CH2:14][CH2:13]2)=[CH:6][CH:5]=1)([O-:3])=[O:2].[ClH:25].